From a dataset of Forward reaction prediction with 1.9M reactions from USPTO patents (1976-2016). Predict the product of the given reaction. (1) Given the reactants [CH3:1][C:2]1([CH3:20])[C:10]2[C:5](=[CH:6][CH:7]=[C:8](OS(C(F)(F)F)(=O)=O)[CH:9]=2)[C:4](=[O:19])[CH2:3]1.[Cl:21][C:22]1[CH:27]=[CH:26][C:25](B(O)O)=[CH:24][CH:23]=1.C(=O)([O-])[O-].[Na+].[Na+], predict the reaction product. The product is: [Cl:21][C:22]1[CH:27]=[CH:26][C:25]([C:8]2[CH:9]=[C:10]3[C:5](=[CH:6][CH:7]=2)[C:4](=[O:19])[CH2:3][C:2]3([CH3:20])[CH3:1])=[CH:24][CH:23]=1. (2) Given the reactants [NH2:1][C:2]1[N:7]=[CH:6][C:5]([S:8](Cl)(=[O:10])=[O:9])=[CH:4][CH:3]=1.[NH2:12][C:13]1[C:14]([F:23])=[CH:15][C:16]2[CH2:20][O:19][B:18]([OH:21])[C:17]=2[CH:22]=1.N1C=CC=CC=1, predict the reaction product. The product is: [NH2:1][C:2]1[N:7]=[CH:6][C:5]([S:8]([NH:12][C:13]2[C:14]([F:23])=[CH:15][C:16]3[CH2:20][O:19][B:18]([OH:21])[C:17]=3[CH:22]=2)(=[O:10])=[O:9])=[CH:4][CH:3]=1. (3) Given the reactants [NH2:1][C:2]1[CH:9]=[CH:8][C:5]([CH2:6][NH2:7])=[CH:4][CH:3]=1.C([O-])(O)=O.[Na+].[Br:15][C:16]1[CH:21]=[CH:20][C:19](F)=[C:18]([N+:23]([O-:25])=O)[CH:17]=1.CC(C)([O-])C.[K+].Cl, predict the reaction product. The product is: [Br:15][C:16]1[CH:21]=[CH:20][C:19]2[N:7]=[C:6]([C:5]3[CH:8]=[CH:9][C:2]([NH2:1])=[CH:3][CH:4]=3)[N:23]([OH:25])[C:18]=2[CH:17]=1. (4) Given the reactants [C:1]1([C@H:7]2[CH2:16][CH2:15][C:14]3[C:9](=[CH:10][C:11](OS(C(F)(F)F)(=O)=O)=[CH:12][CH:13]=3)[O:8]2)[CH:6]=[CH:5][CH:4]=[CH:3][CH:2]=1.[B:25]1([B:25]2[O:29][C:28]([CH3:31])([CH3:30])[C:27]([CH3:33])([CH3:32])[O:26]2)[O:29][C:28]([CH3:31])([CH3:30])[C:27]([CH3:33])([CH3:32])[O:26]1.C([O-])(=O)C.[K+], predict the reaction product. The product is: [C:1]1([C@H:7]2[CH2:16][CH2:15][C:14]3[C:9](=[CH:10][C:11]([B:25]4[O:29][C:28]([CH3:31])([CH3:30])[C:27]([CH3:33])([CH3:32])[O:26]4)=[CH:12][CH:13]=3)[O:8]2)[CH:6]=[CH:5][CH:4]=[CH:3][CH:2]=1. (5) Given the reactants [Br:1][C:2]1[CH:3]=[C:4]2[CH2:10][C:9](=O)[NH:8][C:5]2=[N:6][CH:7]=1, predict the reaction product. The product is: [Br:1][C:2]1[CH:3]=[C:4]2[C:5](=[N:6][CH:7]=1)[NH:8][CH:9]=[CH:10]2.